This data is from Catalyst prediction with 721,799 reactions and 888 catalyst types from USPTO. The task is: Predict which catalyst facilitates the given reaction. (1) Reactant: FC(F)(F)C(O)=O.[O:8]=[C:9]1[C:17]2[C:12](=[CH:13][CH:14]=[CH:15][CH:16]=2)[C:11](=[O:18])[N:10]1[CH2:19][CH2:20][CH:21]([CH:29]([O:39]CC1C=CC(OC)=CC=1)[CH2:30][CH2:31][C:32]1[CH:37]=[CH:36][C:35]([I:38])=[CH:34][CH:33]=1)[C:22]([O:24]C(C)(C)C)=[O:23]. Product: [O:8]=[C:9]1[C:17]2[C:12](=[CH:13][CH:14]=[CH:15][CH:16]=2)[C:11](=[O:18])[N:10]1[CH2:19][CH2:20][CH:21]([CH:29]([OH:39])[CH2:30][CH2:31][C:32]1[CH:37]=[CH:36][C:35]([I:38])=[CH:34][CH:33]=1)[C:22]([OH:24])=[O:23]. The catalyst class is: 4. (2) Reactant: Cl.[CH3:2][S:3][C:4]1[CH:9]=[CH:8][C:7]([N:10]2[C:14]([C:15]3[CH:24]=[CH:23][C:18]([O:19][CH2:20][CH2:21][NH2:22])=[CH:17][CH:16]=3)=[CH:13][C:12]([C:25]([F:28])([F:27])[F:26])=[N:11]2)=[CH:6][CH:5]=1.[O:29]([C:31]#[N:32])[Na]. Product: [CH3:2][S:3][C:4]1[CH:9]=[CH:8][C:7]([N:10]2[C:14]([C:15]3[CH:24]=[CH:23][C:18]([O:19][CH2:20][CH2:21][NH:22][C:31]([NH2:32])=[O:29])=[CH:17][CH:16]=3)=[CH:13][C:12]([C:25]([F:28])([F:26])[F:27])=[N:11]2)=[CH:6][CH:5]=1. The catalyst class is: 315. (3) Reactant: [NH2:1][C:2]1[CH:3]=[CH:4][C:5]([CH3:12])=[C:6]([C:8]([F:11])([F:10])[F:9])[CH:7]=1.N1C=CC=CC=1.[F:19][C:20]([F:31])([F:30])[C:21](O[C:21](=[O:22])[C:20]([F:31])([F:30])[F:19])=[O:22].Cl. Product: [CH3:12][C:5]1[CH:4]=[CH:3][C:2]([NH:1][C:21](=[O:22])[C:20]([F:31])([F:30])[F:19])=[CH:7][C:6]=1[C:8]([F:9])([F:10])[F:11]. The catalyst class is: 2. (4) Reactant: [C:1]([C:4]1[S:12][C:11]2[C:10]([N:13]3[CH2:18][CH2:17][N:16]([CH2:19][CH2:20][NH:21][C:22]([C:24]4[CH:25]=[C:26]([CH:40]=[CH:41][CH:42]=4)[C:27]([NH:29][CH2:30][CH2:31][NH:32]C(=O)OC(C)(C)C)=[O:28])=[O:23])[CH2:15][CH2:14]3)=[N:9][CH:8]=[N:7][C:6]=2[CH:5]=1)(=[O:3])[NH2:2].[C:43]([OH:49])([C:45]([F:48])([F:47])[F:46])=[O:44]. Product: [F:46][C:45]([F:48])([F:47])[C:43]([OH:49])=[O:44].[F:46][C:45]([F:48])([F:47])[C:43]([OH:49])=[O:44].[NH2:32][CH2:31][CH2:30][NH:29][C:27](=[O:28])[C:26]1[CH:40]=[CH:41][CH:42]=[C:24]([C:22]([NH:21][CH2:20][CH2:19][N:16]2[CH2:15][CH2:14][N:13]([C:10]3[C:11]4[S:12][C:4]([C:1](=[O:3])[NH2:2])=[CH:5][C:6]=4[N:7]=[CH:8][N:9]=3)[CH2:18][CH2:17]2)=[O:23])[CH:25]=1.[NH2:32][CH2:31][CH2:30][NH:29][C:27](=[O:28])[C:26]1[CH:40]=[CH:41][CH:42]=[C:24]([C:22]([NH:21][CH2:20][CH2:19][N:16]2[CH2:15][CH2:14][N:13]([C:10]3[C:11]4[S:12][C:4]([C:1](=[O:3])[NH2:2])=[CH:5][C:6]=4[N:7]=[CH:8][N:9]=3)[CH2:18][CH2:17]2)=[O:23])[CH:25]=1. The catalyst class is: 2. (5) Reactant: COC(=O)NC(C(N1C(C2NC([C:23]3[CH:32]=[CH:31][C:30]4[C:25](=[CH:26][CH:27]=[C:28]([C:33]5[CH:38]=[CH:37][C:36]([C:39]6[NH:40][C:41](C7C8CC(CC8)N7C(=O)C(NC(OC)=O)C(C)C)=[N:42][CH:43]=6)=[CH:35][CH:34]=5)[CH:29]=4)[CH:24]=3)=CN=2)CC2(CC2)C1)=O)C(C)C.[CH3:63][O:64][C:65](=[O:104])[NH:66][CH:67]([C:71]([N:73]1[CH:78]([C:79]2[NH:80][C:81](C3C=CC4C(=CC=C(B5OC(C)(C)C(C)(C)O5)C=4)C=3)=[CH:82][N:83]=2)[CH:77]2[CH2:103][CH:74]1[CH2:75][CH2:76]2)=[O:72])[CH:68]([CH3:70])[CH3:69].[C:105]([O:109][C:110]([N:112]1[CH2:118][CH2:117][C:114]2([CH2:116][CH2:115]2)[CH2:113]1)=[O:111])([CH3:108])([CH3:107])[CH3:106].C(=O)([O-])[O-].[K+].[K+]. Product: [C:105]([O:109][C:110]([N:112]1[CH:118]([C:41]2[NH:40][C:39]([C:36]3[CH:35]=[CH:34][C:33]([C:28]4[CH:27]=[CH:26][C:25]5[C:30](=[CH:31][CH:32]=[C:23]([C:81]6[NH:80][C:79]([CH:78]7[CH:77]8[CH2:103][CH:74]([CH2:75][CH2:76]8)[N:73]7[C:71](=[O:72])[CH:67]([NH:66][C:65]([O:64][CH3:63])=[O:104])[CH:68]([CH3:69])[CH3:70])=[N:83][CH:82]=6)[CH:24]=5)[CH:29]=4)=[CH:38][CH:37]=3)=[CH:43][N:42]=2)[CH2:117][C:114]2([CH2:116][CH2:115]2)[CH2:113]1)=[O:111])([CH3:108])([CH3:106])[CH3:107]. The catalyst class is: 13.